From a dataset of Full USPTO retrosynthesis dataset with 1.9M reactions from patents (1976-2016). Predict the reactants needed to synthesize the given product. (1) Given the product [CH3:12][NH:13][NH:14][C:4]([C:6]1[S:7][C:8]([Br:11])=[CH:9][CH:10]=1)=[NH:5], predict the reactants needed to synthesize it. The reactants are: C(O[C:4]([C:6]1[S:7][C:8]([Br:11])=[CH:9][CH:10]=1)=[NH:5])C.[CH3:12][NH:13][NH2:14]. (2) Given the product [CH2:20]([O:22][CH:9]([CH2:8][C:7]1[CH:6]=[CH:5][C:4]([NH2:1])=[CH:16][CH:15]=1)[C:10]([O:12][CH2:13][CH3:14])=[O:11])[CH3:21], predict the reactants needed to synthesize it. The reactants are: [N+:1]([C:4]1[CH:16]=[CH:15][C:7]([CH:8]=[CH:9][C:10]([O:12][CH2:13][CH3:14])=[O:11])=[C:6](OCC)[CH:5]=1)([O-])=O.[C:20](OCC)(=[O:22])[CH3:21]. (3) Given the product [NH2:1][C:2]1[N:11]=[CH:10][C:9]2[C:4](=[CH:5][CH:6]=[C:7]([C:12]3[C:13](=[O:19])[N:14]([CH2:27][CH2:28][CH:29]4[CH2:34][CH2:33][CH2:32][CH2:31][CH2:30]4)[CH:15]=[CH:16][C:17]=3[CH3:18])[CH:8]=2)[N:3]=1, predict the reactants needed to synthesize it. The reactants are: [NH2:1][C:2]1[N:11]=[CH:10][C:9]2[C:4](=[CH:5][CH:6]=[C:7]([C:12]3[C:13](=[O:19])[NH:14][CH:15]=[CH:16][C:17]=3[CH3:18])[CH:8]=2)[N:3]=1.CC(C)([O-])C.[Na+].Br[CH2:27][CH2:28][CH:29]1[CH2:34][CH2:33][CH2:32][CH2:31][CH2:30]1. (4) Given the product [CH3:19][O:18][C:8]1[CH:9]=[C:10]2[C:15](=[CH:16][C:7]=1[B:20]([OH:25])[OH:21])[N:14]=[C:13]([CH3:17])[CH:12]=[CH:11]2, predict the reactants needed to synthesize it. The reactants are: C([Li])CCC.Br[C:7]1[CH:16]=[C:15]2[C:10]([CH:11]=[CH:12][C:13]([CH3:17])=[N:14]2)=[CH:9][C:8]=1[O:18][CH3:19].[B:20](OC(C)C)([O:25]C(C)C)[O:21]C(C)C.B(O)O.COC1C=C2C(=CC=1)N=C(C)C=C2. (5) Given the product [CH3:1][CH:2]([C:4]1[N:8]=[C:7]([N:13]2[CH2:18][CH2:17][CH:16]([CH2:19][OH:20])[CH2:15][CH2:14]2)[O:6][N:5]=1)[CH3:3], predict the reactants needed to synthesize it. The reactants are: [CH3:1][CH:2]([C:4]1[N:8]=[C:7](C(Cl)(Cl)Cl)[O:6][N:5]=1)[CH3:3].[NH:13]1[CH2:18][CH2:17][CH:16]([CH2:19][OH:20])[CH2:15][CH2:14]1. (6) Given the product [OH:10][C:5]1[CH:6]=[CH:7][C:8]([C:11](=[O:14])[CH2:12][CH3:13])=[CH:9][C:4]=1[CH2:1][CH2:2][CH3:3], predict the reactants needed to synthesize it. The reactants are: [CH2:1]([C:4]1[CH:9]=[CH:8][CH:7]=[CH:6][C:5]=1[OH:10])[CH2:2][CH3:3].[C:11](Cl)(=[O:14])[CH2:12][CH3:13].[Al+3].[Cl-].[Cl-].[Cl-]. (7) Given the product [Cl:18][C:19]1[CH:24]=[CH:23][C:22]([NH:25][C:26]2[NH:16][C:13]3[CH:14]=[CH:15][C:10]([O:9][C:7]4[CH:6]=[CH:5][N:4]=[C:3]([S:2][CH3:1])[N:8]=4)=[CH:11][C:12]=3[N:17]=2)=[CH:21][C:20]=1[C:28]([F:29])([F:30])[F:31], predict the reactants needed to synthesize it. The reactants are: [CH3:1][S:2][C:3]1[N:8]=[C:7]([O:9][C:10]2[CH:11]=[C:12]([NH2:17])[C:13]([NH2:16])=[CH:14][CH:15]=2)[CH:6]=[CH:5][N:4]=1.[Cl:18][C:19]1[CH:24]=[CH:23][C:22]([N:25]=[C:26]=S)=[CH:21][C:20]=1[C:28]([F:31])([F:30])[F:29].C(Cl)CCl. (8) Given the product [CH3:20][C:11]1[CH:16]=[CH:15][C:14]([C:2]2[C:3]([C:4]([NH2:6])=[O:5])=[CH:7][CH:8]=[CH:9][CH:10]=2)=[CH:13][CH:12]=1, predict the reactants needed to synthesize it. The reactants are: Br[C:2]1[CH:10]=[CH:9][CH:8]=[CH:7][C:3]=1[C:4]([NH2:6])=[O:5].[C:11]1([CH3:20])[CH:16]=[CH:15][C:14](B(O)O)=[CH:13][CH:12]=1.C([O-])([O-])=O.[Na+].[Na+]. (9) Given the product [NH2:1][C:2]1[N:7]=[CH:6][C:5]([CH2:8][CH2:9][C:10]([O:12][CH3:13])=[O:11])=[CH:4][CH:3]=1, predict the reactants needed to synthesize it. The reactants are: [NH2:1][C:2]1[N:7]=[CH:6][C:5](/[CH:8]=[CH:9]/[C:10]([O:12][CH3:13])=[O:11])=[CH:4][CH:3]=1. (10) Given the product [Cl:1][C:2]1[CH:7]=[C:6]([F:8])[CH:5]=[CH:4][C:3]=1[N:9]1[CH2:14][CH2:13][N:12]([C:15]([C:17]2[CH:22]=[CH:21][CH:20]=[C:19]([CH3:23])[C:18]=2[Cl:27])=[O:16])[CH2:11][C:10]1=[O:28], predict the reactants needed to synthesize it. The reactants are: [Cl:1][C:2]1[CH:7]=[C:6]([F:8])[CH:5]=[CH:4][C:3]=1[N:9]1[CH2:14][CH2:13][N:12]([C:15]([C:17]2[CH:22]=[CH:21][CH:20]=[C:19]([C:23](F)(F)F)[C:18]=2[Cl:27])=[O:16])[CH2:11][C:10]1=[O:28].ClC1C(C)=CC=CC=1C(O)=O.